From a dataset of NCI-60 drug combinations with 297,098 pairs across 59 cell lines. Regression. Given two drug SMILES strings and cell line genomic features, predict the synergy score measuring deviation from expected non-interaction effect. (1) Drug 1: CC1OCC2C(O1)C(C(C(O2)OC3C4COC(=O)C4C(C5=CC6=C(C=C35)OCO6)C7=CC(=C(C(=C7)OC)O)OC)O)O. Drug 2: CC=C1C(=O)NC(C(=O)OC2CC(=O)NC(C(=O)NC(CSSCCC=C2)C(=O)N1)C(C)C)C(C)C. Cell line: SK-MEL-28. Synergy scores: CSS=50.9, Synergy_ZIP=-0.820, Synergy_Bliss=-1.91, Synergy_Loewe=-23.3, Synergy_HSA=1.04. (2) Drug 1: CC12CCC(CC1=CCC3C2CCC4(C3CC=C4C5=CN=CC=C5)C)O. Drug 2: CC1C(C(CC(O1)OC2CC(CC3=C2C(=C4C(=C3O)C(=O)C5=CC=CC=C5C4=O)O)(C(=O)C)O)N)O. Cell line: SF-539. Synergy scores: CSS=43.7, Synergy_ZIP=-0.953, Synergy_Bliss=1.50, Synergy_Loewe=-13.3, Synergy_HSA=3.19. (3) Drug 1: C1C(C(OC1N2C=C(C(=O)NC2=O)F)CO)O. Drug 2: CC1=C(C=C(C=C1)C(=O)NC2=CC(=CC(=C2)C(F)(F)F)N3C=C(N=C3)C)NC4=NC=CC(=N4)C5=CN=CC=C5. Cell line: CAKI-1. Synergy scores: CSS=-16.1, Synergy_ZIP=8.74, Synergy_Bliss=3.82, Synergy_Loewe=-6.26, Synergy_HSA=-8.54. (4) Synergy scores: CSS=0.354, Synergy_ZIP=-6.37, Synergy_Bliss=-11.5, Synergy_Loewe=-24.4, Synergy_HSA=-14.1. Drug 1: COC1=C(C=C2C(=C1)N=CN=C2NC3=CC(=C(C=C3)F)Cl)OCCCN4CCOCC4. Cell line: RPMI-8226. Drug 2: C1=CN(C=N1)CC(O)(P(=O)(O)O)P(=O)(O)O. (5) Drug 1: CC12CCC3C(C1CCC2O)C(CC4=C3C=CC(=C4)O)CCCCCCCCCS(=O)CCCC(C(F)(F)F)(F)F. Drug 2: CC1=C(C(=O)C2=C(C1=O)N3CC4C(C3(C2COC(=O)N)OC)N4)N. Cell line: COLO 205. Synergy scores: CSS=23.5, Synergy_ZIP=1.08, Synergy_Bliss=-1.81, Synergy_Loewe=-24.9, Synergy_HSA=-3.44.